This data is from Catalyst prediction with 721,799 reactions and 888 catalyst types from USPTO. The task is: Predict which catalyst facilitates the given reaction. (1) Reactant: CC([O:4][C:5]([CH2:7][CH2:8][CH2:9]/[CH:10]=[CH:11]\[CH2:12][C@@H:13]1[C@@H:17]([CH2:18][CH2:19][C@@H:20]([OH:29])[CH2:21][CH2:22][C:23]2[CH:28]=[CH:27][CH:26]=[CH:25][CH:24]=2)[C@H:16]([OH:30])[CH2:15][C@@H:14]1[OH:31])=O)C.[C:32]([O:39][CH2:40][CH:41]([OH:51])[CH2:42][O:43][C:44](=[O:50])[CH2:45][CH2:46][CH2:47][C:48]#[CH:49])(=[O:38])[CH2:33][CH2:34][CH2:35][C:36]#[CH:37].CN(C(ON1N=NC2C=CC=CC1=2)=[N+](C)C)C.F[P-](F)(F)(F)(F)F.C(N(CC)CC)C. Product: [C:32]([O:39][CH2:40][CH:41]([O:51][C:5](=[O:4])[CH2:7][CH2:8][CH2:9]/[CH:10]=[CH:11]\[CH2:12][C@H:13]1[C@@H:14]([OH:31])[CH2:15][C@@H:16]([OH:30])[C@@H:17]1[CH2:18][CH2:19][C@@H:20]([OH:29])[CH2:21][CH2:22][C:23]1[CH:24]=[CH:25][CH:26]=[CH:27][CH:28]=1)[CH2:42][O:43][C:44](=[O:50])[CH2:45][CH2:46][CH2:47][C:48]#[CH:49])(=[O:38])[CH2:33][CH2:34][CH2:35][C:36]#[CH:37]. The catalyst class is: 2. (2) Reactant: [C:1](=[O:17])([O:15][CH3:16])[O:2][C:3]1[CH:8]=[C:7]([N+:9]([O-])=O)[C:6]([F:12])=[CH:5][C:4]=1[CH2:13][CH3:14]. Product: [C:1](=[O:17])([O:15][CH3:16])[O:2][C:3]1[CH:8]=[C:7]([NH2:9])[C:6]([F:12])=[CH:5][C:4]=1[CH2:13][CH3:14]. The catalyst class is: 19. (3) Reactant: OC(C(F)(F)F)=O.[CH3:8][C:9]([Si:12]([CH3:27])([CH3:26])[O:13][C@H:14]1[C@@H:19]([N:20]2[CH2:24][CH2:23][CH2:22][C:21]2=[O:25])[CH2:18][CH2:17][NH:16][CH2:15]1)([CH3:11])[CH3:10].CCN(C(C)C)C(C)C.[Cl:37][C:38]1[N:42]2[CH:43]=[C:44]([C:51]3[CH:55]=[CH:54][O:53][CH:52]=3)[CH:45]=[C:46]([C:47]([F:50])([F:49])[F:48])[C:41]2=[N:40][C:39]=1[C:56](O)=[O:57].CN(C(ON1N=NC2C=CC=NC1=2)=[N+](C)C)C.F[P-](F)(F)(F)(F)F. Product: [Cl:37][C:38]1[N:42]2[CH:43]=[C:44]([C:51]3[CH:55]=[CH:54][O:53][CH:52]=3)[CH:45]=[C:46]([C:47]([F:49])([F:48])[F:50])[C:41]2=[N:40][C:39]=1[C:56]([N:16]1[CH2:17][CH2:18][C@H:19]([N:20]2[CH2:24][CH2:23][CH2:22][C:21]2=[O:25])[C@H:14]([O:13][Si:12]([C:9]([CH3:8])([CH3:10])[CH3:11])([CH3:27])[CH3:26])[CH2:15]1)=[O:57]. The catalyst class is: 31. (4) Reactant: [N:1]1[CH:6]=[CH:5][CH:4]=[CH:3][C:2]=1[CH:7]=[C:8]1[CH2:13][CH2:12][N:11]([C:14]([NH:16][C:17]2[S:18][C:19]([C:22]3[CH:30]=[CH:29][C:25]([C:26]([OH:28])=O)=[CH:24][CH:23]=3)=[CH:20][N:21]=2)=[O:15])[CH2:10][CH2:9]1.CCN=C=NCCCN(C)C.[CH3:42][S:43]([NH2:46])(=[O:45])=[O:44].O. Product: [CH3:42][S:43]([NH:46][C:26]([C:25]1[CH:29]=[CH:30][C:22]([C:19]2[S:18][C:17]([NH:16][C:14]([N:11]3[CH2:12][CH2:13][C:8](=[CH:7][C:2]4[CH:3]=[CH:4][CH:5]=[CH:6][N:1]=4)[CH2:9][CH2:10]3)=[O:15])=[N:21][CH:20]=2)=[CH:23][CH:24]=1)=[O:28])(=[O:45])=[O:44]. The catalyst class is: 239.